Predict which catalyst facilitates the given reaction. From a dataset of Catalyst prediction with 721,799 reactions and 888 catalyst types from USPTO. (1) Product: [CH2:38]([O:45][C:46]([N:8]1[CH2:13][CH2:12][CH:11]([O:14][C:15]2[CH:20]=[CH:19][C:18]([N+:21]([O-:23])=[O:22])=[C:17]([CH2:24][S:25]([C:28]3[C:37]4[C:32](=[CH:33][CH:34]=[CH:35][CH:36]=4)[CH:31]=[CH:30][CH:29]=3)(=[O:26])=[O:27])[CH:16]=2)[CH2:10][CH2:9]1)=[O:47])[C:39]1[CH:44]=[CH:43][CH:42]=[CH:41][CH:40]=1. The catalyst class is: 48. Reactant: C([N:8]1[CH2:13][CH2:12][CH:11]([O:14][C:15]2[CH:20]=[CH:19][C:18]([N+:21]([O-:23])=[O:22])=[C:17]([CH2:24][S:25]([C:28]3[C:37]4[C:32](=[CH:33][CH:34]=[CH:35][CH:36]=4)[CH:31]=[CH:30][CH:29]=3)(=[O:27])=[O:26])[CH:16]=2)[CH2:10][CH2:9]1)C1C=CC=CC=1.[CH2:38]([O:45][C:46](Cl)=[O:47])[C:39]1[CH:44]=[CH:43][CH:42]=[CH:41][CH:40]=1.[OH-].[Na+]. (2) Reactant: S(S([O-])=O)([O-])=O.[Na+].[Na+].[CH2:9]([O:16][C:17]1[CH:24]=[CH:23][C:20]([CH:21]=O)=[CH:19][CH:18]=1)[C:10]1[CH:15]=[CH:14][CH:13]=[CH:12][CH:11]=1.[NH2:25][C:26]1[C:31]([N+:32]([O-])=O)=[C:30]([CH2:35][C:36]([O:38][CH2:39][CH3:40])=[O:37])[CH:29]=[CH:28][N:27]=1.[NH4+].[OH-]. Product: [CH2:9]([O:16][C:17]1[CH:24]=[CH:23][C:20]([C:21]2[NH:25][C:26]3=[N:27][CH:28]=[CH:29][C:30]([CH2:35][C:36]([O:38][CH2:39][CH3:40])=[O:37])=[C:31]3[N:32]=2)=[CH:19][CH:18]=1)[C:10]1[CH:15]=[CH:14][CH:13]=[CH:12][CH:11]=1. The catalyst class is: 14. (3) Reactant: [NH2:1][C:2]1[C:12]([Cl:13])=[CH:11][C:5]([C:6]([O:8]CC)=[O:7])=[CH:4][C:3]=1[Br:14]. Product: [NH2:1][C:2]1[C:12]([Cl:13])=[CH:11][C:5]([C:6]([OH:8])=[O:7])=[CH:4][C:3]=1[Br:14]. The catalyst class is: 422.